From a dataset of Forward reaction prediction with 1.9M reactions from USPTO patents (1976-2016). Predict the product of the given reaction. Given the reactants Cl[C:2]1[C:11]2[C:6](=[CH:7][CH:8]=[C:9]([C:12]([C:24]3[N:28]([CH3:29])[CH:27]=[N:26][CH:25]=3)([C:14]3[CH:15]=[N:16][C:17]([C:20]([F:23])([F:22])[F:21])=[CH:18][CH:19]=3)[OH:13])[CH:10]=2)[N:5]=[C:4]([C:30]([F:33])([F:32])[F:31])[C:3]=1[C:34]1[CH:39]=[CH:38][CH:37]=[CH:36][CH:35]=1.[C:40]([OH:46])([C:42]([F:45])([F:44])[F:43])=[O:41].C1(P(C2CCCCC2)C2C=CC=CC=2C2C(C(C)C)=CC(C(C)C)=CC=2C(C)C)CCCCC1.[CH3:81][N:82](C)C(=O)C, predict the reaction product. The product is: [OH:13][C:12]([C:24]1[N:28]([CH3:29])[CH:27]=[N:26][CH:25]=1)([C:14]1[CH:15]=[N:16][C:17]([C:20]([F:22])([F:21])[F:23])=[CH:18][CH:19]=1)[C:9]1[CH:10]=[C:11]2[C:6](=[CH:7][CH:8]=1)[N:5]=[C:4]([C:30]([F:31])([F:32])[F:33])[C:3]([C:34]1[CH:35]=[CH:36][CH:37]=[CH:38][CH:39]=1)=[C:2]2[C:81]#[N:82].[C:40]([OH:46])([C:42]([F:45])([F:44])[F:43])=[O:41].